This data is from Reaction yield outcomes from USPTO patents with 853,638 reactions. The task is: Predict the reaction yield, written as a fraction of the theoretical maximum amount of product (1.0 means a 100% yield; for example, 0.34 means a 34% yield). (1) The reactants are Cl[C:2]1[N:7]=[C:6]([C:8]2[S:12][C:11]([C:13]([CH3:16])([CH3:15])[CH3:14])=[N:10][C:9]=2[C:17]2[C:18]([F:35])=[C:19]([NH:23][S:24]([C:27]3[C:32]([F:33])=[CH:31][CH:30]=[CH:29][C:28]=3[F:34])(=[O:26])=[O:25])[CH:20]=[CH:21][CH:22]=2)[CH:5]=[CH:4][N:3]=1.[CH3:36][S:37][CH2:38][CH2:39][CH2:40][NH2:41]. No catalyst specified. The product is [CH3:14][C:13]([C:11]1[S:12][C:8]([C:6]2[CH:5]=[CH:4][N:3]=[C:2]([NH:41][CH2:40][CH2:39][CH2:38][S:37][CH3:36])[N:7]=2)=[C:9]([C:17]2[C:18]([F:35])=[C:19]([NH:23][S:24]([C:27]3[C:32]([F:33])=[CH:31][CH:30]=[CH:29][C:28]=3[F:34])(=[O:26])=[O:25])[CH:20]=[CH:21][CH:22]=2)[N:10]=1)([CH3:16])[CH3:15]. The yield is 0.900. (2) The reactants are [Cl:1][C:2]1[CH:7]=[C:6]([O:8][CH3:9])[CH:5]=[CH:4][C:3]=1[C:10]1[CH:15]=[CH:14][N:13]=[C:12]([NH:16][CH:17]([CH2:20][O:21][CH3:22])[CH2:18][CH3:19])[C:11]=1[N+:23]([O-])=O.[O-]S(S([O-])=O)=O.[Na+].[Na+]. No catalyst specified. The product is [Cl:1][C:2]1[CH:7]=[C:6]([O:8][CH3:9])[CH:5]=[CH:4][C:3]=1[C:10]1[CH:15]=[CH:14][N:13]=[C:12]([NH:16][CH:17]([CH2:20][O:21][CH3:22])[CH2:18][CH3:19])[C:11]=1[NH2:23]. The yield is 0.870. (3) The reactants are C[O:2][C:3]([C:5]1[CH:10]=[CH:9][C:8]([C:11]2[C:16]([CH3:17])=[CH:15][C:14]([CH3:18])=[CH:13][C:12]=2[CH3:19])=[CH:7][CH:6]=1)=[O:4].[Li+].[OH-]. The catalyst is O1CCOCC1.O. The product is [CH3:19][C:12]1[CH:13]=[C:14]([CH3:18])[CH:15]=[C:16]([CH3:17])[C:11]=1[C:8]1[CH:9]=[CH:10][C:5]([C:3]([OH:4])=[O:2])=[CH:6][CH:7]=1. The yield is 0.160. (4) The reactants are [CH3:1][O:2][C:3]([C:5]1[NH:6][C:7](=[O:22])[C:8]2[C:13]([C:14]=1[C:15]1[CH:20]=[CH:19][CH:18]=[CH:17][CH:16]=1)=[CH:12][C:11]([Br:21])=[CH:10][CH:9]=2)=[O:4].[F:23][C:24]1[CH:31]=[CH:30][CH:29]=[CH:28][C:25]=1[CH2:26]Br.C(N=P1(N(CC)CC)N(C)CCCN1C)(C)(C)C. The catalyst is CN(C)C=O. The product is [CH3:1][O:2][C:3]([C:5]1[N:6]([CH2:26][C:25]2[CH:28]=[CH:29][CH:30]=[CH:31][C:24]=2[F:23])[C:7](=[O:22])[C:8]2[C:13]([C:14]=1[C:15]1[CH:20]=[CH:19][CH:18]=[CH:17][CH:16]=1)=[CH:12][C:11]([Br:21])=[CH:10][CH:9]=2)=[O:4]. The yield is 0.150. (5) The reactants are [CH2:1]([O:8][C:9](=[O:16])[C@H:10]([CH2:12][CH:13]([CH3:15])[CH3:14])[NH2:11])[C:2]1[CH:7]=[CH:6][CH:5]=[CH:4][CH:3]=1.[CH2:17]1[CH2:23][S:20](=[O:22])(=[O:21])[O:19][CH2:18]1. The catalyst is O1CCCC1.O1CCOCC1.CO. The product is [CH2:1]([O:8][C:9]([C@@H:10]([NH:11][CH2:18][CH2:17][CH2:23][S:20]([OH:22])(=[O:21])=[O:19])[CH2:12][CH:13]([CH3:14])[CH3:15])=[O:16])[C:2]1[CH:7]=[CH:6][CH:5]=[CH:4][CH:3]=1. The yield is 0.470. (6) The reactants are [C@@H:1]1([N:9]2[CH:16]=[CH:15][C:13](=[O:14])[NH:12][C:10]2=[O:11])[O:8][C@H:5]([CH2:6][OH:7])[C@@H:3]([OH:4])[CH2:2]1.[C:17]1([C:23](Cl)([C:30]2[CH:35]=[CH:34][CH:33]=[CH:32][CH:31]=2)[C:24]2[CH:29]=[CH:28][CH:27]=[CH:26][CH:25]=2)[CH:22]=[CH:21][CH:20]=[CH:19][CH:18]=1. The catalyst is N1C=CC=CC=1. The product is [C:23]([O:7][CH2:6][C@H:5]1[O:8][C@@H:1]([N:9]2[CH:16]=[CH:15][C:13](=[O:14])[NH:12][C:10]2=[O:11])[CH2:2][C@@H:3]1[OH:4])([C:17]1[CH:22]=[CH:21][CH:20]=[CH:19][CH:18]=1)([C:30]1[CH:31]=[CH:32][CH:33]=[CH:34][CH:35]=1)[C:24]1[CH:25]=[CH:26][CH:27]=[CH:28][CH:29]=1. The yield is 0.970. (7) The yield is 0.750. The catalyst is CO.[Pd].[O-]S([O-])(=O)=O.[Ba+2]. The reactants are [NH:1]1[C:9]2[C:4](=[CH:5][CH:6]=[CH:7][CH:8]=2)[C:3]([CH2:10][C@H:11]([NH2:28])[CH2:12][O:13][C:14]2[CH:15]=[N:16][CH:17]=[C:18]([C:20]#[C:21][C:22]3[CH:27]=[CH:26][N:25]=[CH:24][CH:23]=3)[CH:19]=2)=[CH:2]1.N1C2C(=CC=CC=2)C=CC=1. The product is [NH:1]1[C:9]2[C:4](=[CH:5][CH:6]=[CH:7][CH:8]=2)[C:3]([CH2:10][C@H:11]([NH2:28])[CH2:12][O:13][C:14]2[CH:15]=[N:16][CH:17]=[C:18](/[CH:20]=[CH:21]\[C:22]3[CH:23]=[CH:24][N:25]=[CH:26][CH:27]=3)[CH:19]=2)=[CH:2]1.